Task: Predict which catalyst facilitates the given reaction.. Dataset: Catalyst prediction with 721,799 reactions and 888 catalyst types from USPTO Reactant: Br[C:2]1[CH:3]=[C:4]2[C:9](=[CH:10][CH:11]=1)[N:8]=[C:7]([C:12]1[CH:17]=[CH:16][C:15]([C:18]3[NH:22][C:21]([C@H:23]4[N:28]5[C:29](=[O:40])[C@@H:30]([NH:35][C:36](=[O:39])[O:37][CH3:38])[CH2:31][CH2:32][C:33](=[O:34])[N:27]5[CH2:26][CH2:25][CH2:24]4)=[N:20][CH:19]=3)=[CH:14][CH:13]=1)[CH:6]=[N:5]2.[CH3:41][C:42]1([CH3:58])[C:46]([CH3:48])([CH3:47])[O:45][B:44]([B:44]2[O:45][C:46]([CH3:48])([CH3:47])[C:42]([CH3:58])([CH3:41])[O:43]2)[O:43]1.C([O-])(=O)C.[K+]. Product: [O:40]=[C:29]1[C@@H:30]([NH:35][C:36](=[O:39])[O:37][CH3:38])[CH2:31][CH2:32][C:33](=[O:34])[N:27]2[CH2:26][CH2:25][CH2:24][C@@H:23]([C:21]3[NH:22][C:18]([C:15]4[CH:16]=[CH:17][C:12]([C:7]5[CH:6]=[N:5][C:4]6[C:9](=[CH:10][CH:11]=[C:2]([B:44]7[O:45][C:46]([CH3:48])([CH3:47])[C:42]([CH3:58])([CH3:41])[O:43]7)[CH:3]=6)[N:8]=5)=[CH:13][CH:14]=4)=[CH:19][N:20]=3)[N:28]12. The catalyst class is: 12.